Dataset: Full USPTO retrosynthesis dataset with 1.9M reactions from patents (1976-2016). Task: Predict the reactants needed to synthesize the given product. Given the product [CH2:1]([N:8]([C:22]1[C:27]([Cl:28])=[CH:26][C:25]([C:31]2[O:30][CH:34]=[CH:33][CH:32]=2)=[CH:24][N:23]=1)[S:9]([C:12]1[CH:21]=[CH:20][C:15]([C:16]([OH:18])=[O:17])=[CH:14][CH:13]=1)(=[O:10])=[O:11])[C:2]1[CH:7]=[CH:6][CH:5]=[CH:4][CH:3]=1, predict the reactants needed to synthesize it. The reactants are: [CH2:1]([N:8]([C:22]1[C:27]([Cl:28])=[CH:26][C:25](Br)=[CH:24][N:23]=1)[S:9]([C:12]1[CH:21]=[CH:20][C:15]([C:16]([O:18]C)=[O:17])=[CH:14][CH:13]=1)(=[O:11])=[O:10])[C:2]1[CH:7]=[CH:6][CH:5]=[CH:4][CH:3]=1.[O:30]1[CH:34]=[CH:33][CH:32]=[C:31]1B(O)O.